Binary Classification. Given a T-cell receptor sequence (or CDR3 region) and an epitope sequence, predict whether binding occurs between them. From a dataset of TCR-epitope binding with 47,182 pairs between 192 epitopes and 23,139 TCRs. (1) The epitope is TPGPGVRYPL. The TCR CDR3 sequence is CSAPEPTSGRWSGELFF. Result: 1 (the TCR binds to the epitope). (2) The epitope is KRWIILGLNK. The TCR CDR3 sequence is CASSHGTPHEKLFF. Result: 0 (the TCR does not bind to the epitope).